Dataset: Full USPTO retrosynthesis dataset with 1.9M reactions from patents (1976-2016). Task: Predict the reactants needed to synthesize the given product. Given the product [CH3:49][O:48][C:46]1[CH:30]=[C:25]([CH:26]=[C:27]([O:34][CH3:35])[C:28]=1[CH3:33])[C:24]([NH:23][CH2:22][C:11]1[CH:12]=[CH:13][C:14]([C:16]2[N:20]=[C:19]([CH3:21])[O:18][N:17]=2)=[CH:15][C:10]=1[NH:9][C:8]([NH:38][C:39]1[CH:44]=[CH:43][CH:42]=[CH:41][CH:40]=1)=[O:37])=[O:36], predict the reactants needed to synthesize it. The reactants are: C1(O[C:8](=[O:37])[NH:9][C:10]2[CH:15]=[C:14]([C:16]3[N:20]=[C:19]([CH3:21])[O:18][N:17]=3)[CH:13]=[CH:12][C:11]=2[CH2:22][NH:23][C:24](=[O:36])[C:25]2[CH:30]=C(OC)[C:28]([CH3:33])=[C:27]([O:34][CH3:35])[CH:26]=2)C=CC=CC=1.[NH2:38][C:39]1[CH:44]=[CH:43][CH:42]=[CH:41][CH:40]=1.Cl[C:46]([O:48][CH3:49])=O.